From a dataset of Catalyst prediction with 721,799 reactions and 888 catalyst types from USPTO. Predict which catalyst facilitates the given reaction. Reactant: [Cl:1]C(OC([N:7]1[CH2:12][CH:11]=[C:10]([C:13]2[CH:18]=[C:17]([Cl:19])[CH:16]=[CH:15][C:14]=2[NH:20][C:21]([C:23]2[CH:28]=[CH:27][N:26]=[C:25]([Cl:29])[CH:24]=2)=[O:22])[CH2:9][CH2:8]1)=O)C. Product: [ClH:1].[Cl:29][C:25]1[CH:24]=[C:23]([CH:28]=[CH:27][N:26]=1)[C:21]([NH:20][C:14]1[CH:15]=[CH:16][C:17]([Cl:19])=[CH:18][C:13]=1[C:10]1[CH2:11][CH2:12][NH:7][CH2:8][CH:9]=1)=[O:22]. The catalyst class is: 5.